From a dataset of Catalyst prediction with 721,799 reactions and 888 catalyst types from USPTO. Predict which catalyst facilitates the given reaction. (1) Reactant: [Br:1][C:2]1[CH:7]=[CH:6][C:5]([CH2:8][CH2:9]O)=[CH:4][CH:3]=1.[Br:11]C(Br)(Br)Br.C1(P(C2C=CC=CC=2)C2C=CC=CC=2)C=CC=CC=1. Product: [Br:1][C:2]1[CH:7]=[CH:6][C:5]([CH2:8][CH2:9][Br:11])=[CH:4][CH:3]=1. The catalyst class is: 7. (2) Reactant: C[O:2][C:3](=[O:48])[C:4]1[CH:9]=[CH:8][C:7]([N:10]2[C:14](=[O:15])[C@H:13]3[C@H:16]([C:34]4[CH:39]=[CH:38][CH:37]=[C:36]([Cl:40])[C:35]=4[F:41])[C@:17]([C:26]4[CH:31]=[CH:30][C:29]([Cl:32])=[CH:28][C:27]=4[F:33])([C:24]#[N:25])[C@H:18]([CH2:19][C:20]([CH3:23])([CH3:22])[CH3:21])[N:12]3[C@@H:11]2[CH2:42][CH2:43][CH:44]=[CH2:45])=[CH:6][C:5]=1[O:46][CH3:47].[Li+].[OH-]. Product: [CH2:42]([C@H:11]1[N:12]2[C@@H:18]([CH2:19][C:20]([CH3:23])([CH3:22])[CH3:21])[C@@:17]([C:26]3[CH:31]=[CH:30][C:29]([Cl:32])=[CH:28][C:27]=3[F:33])([C:24]#[N:25])[C@@H:16]([C:34]3[CH:39]=[CH:38][CH:37]=[C:36]([Cl:40])[C:35]=3[F:41])[C@@H:13]2[C:14](=[O:15])[N:10]1[C:7]1[CH:8]=[CH:9][C:4]([C:3]([OH:48])=[O:2])=[C:5]([O:46][CH3:47])[CH:6]=1)[CH2:43][CH:44]=[CH2:45]. The catalyst class is: 87. (3) Reactant: FC(F)(F)C(O)=O.[Br:8][C:9]1[CH:18]=[CH:17][CH:16]=[C:15]2[C:10]=1[CH2:11][C@H:12]([CH2:19][OH:20])[NH:13][CH2:14]2.N1C=CN=C1.[C:26]([Si:30]([CH3:33])([CH3:32])Cl)([CH3:29])([CH3:28])[CH3:27].BrC1C=CC=C2C=1C[C@H](CO)N(C(OC(C)(C)C)=O)C2. Product: [Br:8][C:9]1[CH:18]=[CH:17][CH:16]=[C:15]2[C:10]=1[CH2:11][C@H:12]([CH2:19][O:20][Si:30]([C:26]([CH3:29])([CH3:28])[CH3:27])([CH3:33])[CH3:32])[NH:13][CH2:14]2. The catalyst class is: 112. (4) Product: [C:10]1([C:7]2[O:6][C:5]([N:16]3[CH2:21][CH2:20][CH:19]([C:22]([O:24][CH3:25])=[O:23])[CH2:18][CH2:17]3)=[N:9][N:8]=2)[CH:15]=[CH:14][CH:13]=[CH:12][CH:11]=1. The catalyst class is: 14. Reactant: CS([C:5]1[O:6][C:7]([C:10]2[CH:15]=[CH:14][CH:13]=[CH:12][CH:11]=2)=[N:8][N:9]=1)(=O)=O.[NH:16]1[CH2:21][CH2:20][CH:19]([C:22]([O:24][CH3:25])=[O:23])[CH2:18][CH2:17]1. (5) Reactant: [CH2:1]([O:3][C:4](=[O:13])[C:5]1[CH:10]=[CH:9][CH:8]=[C:7]([NH:11][NH2:12])[CH:6]=1)[CH3:2].[F:14][C:15]([F:22])([F:21])[C:16](=O)[CH2:17][C:18]#[N:19].Cl. Product: [NH2:19][C:18]1[N:11]([C:7]2[CH:6]=[C:5]([CH:10]=[CH:9][CH:8]=2)[C:4]([O:3][CH2:1][CH3:2])=[O:13])[N:12]=[C:16]([C:15]([F:22])([F:21])[F:14])[CH:17]=1. The catalyst class is: 8. (6) Reactant: Br.Cl[C:3]1[CH:4]=[CH:5][C:6]2[N:7]([C:9]([NH2:12])=[N:10][N:11]=2)[N:8]=1.[O-:13][C:14]1[CH:19]=[CH:18][CH:17]=[CH:16][CH:15]=1.[Na+].O. The catalyst class is: 37. Product: [O:13]([C:3]1[CH:4]=[CH:5][C:6]2[N:7]([C:9]([NH2:12])=[N:10][N:11]=2)[N:8]=1)[C:14]1[CH:19]=[CH:18][CH:17]=[CH:16][CH:15]=1.